This data is from Catalyst prediction with 721,799 reactions and 888 catalyst types from USPTO. The task is: Predict which catalyst facilitates the given reaction. (1) Reactant: [F:1][C:2]1[CH:3]=[C:4]([CH:31]=[CH:32][C:33]=1[F:34])[CH2:5][C:6]1([CH2:29][OH:30])[CH2:11][CH2:10][CH2:9][N:8]2[C:12]([C:15]3[CH:20]=[CH:19][C:18]([C:21]4[O:25][C:24]([CH3:26])=[N:23][CH:22]=4)=[C:17]([O:27][CH3:28])[CH:16]=3)=[N:13][N:14]=[C:7]12.[C:35](OC(=O)C)(=[O:37])[CH3:36].C(N(CC)CC)C.C1COCC1. Product: [C:35]([O:30][CH2:29][C:6]1([CH2:5][C:4]2[CH:31]=[CH:32][C:33]([F:34])=[C:2]([F:1])[CH:3]=2)[CH2:11][CH2:10][CH2:9][N:8]2[C:12]([C:15]3[CH:20]=[CH:19][C:18]([C:21]4[O:25][C:24]([CH3:26])=[N:23][CH:22]=4)=[C:17]([O:27][CH3:28])[CH:16]=3)=[N:13][N:14]=[C:7]12)(=[O:37])[CH3:36]. The catalyst class is: 768. (2) The catalyst class is: 73. Product: [CH3:19][C:3]1[N:4]=[C:5]2[C:10]([CH:11]([CH2:15][CH2:16][CH3:17])[CH2:12][CH2:13][CH3:14])=[CH:9][C:8]([CH3:18])=[N:7][N:6]2[C:2]=1[C:24]1[C:23]([CH3:30])=[N:22][N:21]([CH3:20])[C:25]=1[CH3:26]. Reactant: I[C:2]1[N:6]2[N:7]=[C:8]([CH3:18])[CH:9]=[C:10]([CH:11]([CH2:15][CH2:16][CH3:17])[CH2:12][CH2:13][CH3:14])[C:5]2=[N:4][C:3]=1[CH3:19].[CH3:20][N:21]1[C:25]([CH3:26])=[C:24](B(O)O)[C:23]([CH3:30])=[N:22]1.C([O-])([O-])=O.[Na+].[Na+].COC.O.C(O)C.